The task is: Binary Classification. Given a drug SMILES string, predict its activity (active/inactive) in a high-throughput screening assay against a specified biological target.. This data is from Serine/threonine kinase 33 screen with 319,792 compounds. (1) The drug is S(=O)(=O)(/N=C(\Nc1nc2c(c(n1)C)cccc2)N)c1ccc([N+]([O-])=O)cc1. The result is 0 (inactive). (2) The compound is S(CCOc1c2c(ccc1)cccc2)c1[nH]c2c(cccc2)c(=O)n1. The result is 0 (inactive).